This data is from Reaction yield outcomes from USPTO patents with 853,638 reactions. The task is: Predict the reaction yield, written as a fraction of the theoretical maximum amount of product (1.0 means a 100% yield; for example, 0.34 means a 34% yield). (1) The reactants are Br[C:2]1[CH:8]=[C:7]([N+:9]([O-:11])=[O:10])[C:6]([F:12])=[CH:5][C:3]=1[NH2:4].[CH3:13][C:14]([CH3:18])([CH3:17])[C:15]#[CH:16].CCN(CC)CC. The catalyst is C1(C)C=CC=CC=1.O.[Cu]I.Cl[Pd](Cl)([P](C1C=CC=CC=1)(C1C=CC=CC=1)C1C=CC=CC=1)[P](C1C=CC=CC=1)(C1C=CC=CC=1)C1C=CC=CC=1. The product is [CH3:13][C:14]([CH3:18])([CH3:17])[C:15]#[C:16][C:2]1[CH:8]=[C:7]([N+:9]([O-:11])=[O:10])[C:6]([F:12])=[CH:5][C:3]=1[NH2:4]. The yield is 0.460. (2) The reactants are [OH:1][C:2]1[CH:3]=[CH:4][C:5]2[N:9]=[CH:8][N:7]([C:10]3[S:14][C:13]([C:15]([O:17][CH3:18])=[O:16])=[C:12]([O:19][CH2:20][C:21]4[CH:26]=[CH:25][CH:24]=[CH:23][C:22]=4[C:27]([F:30])([F:29])[F:28])[CH:11]=3)[C:6]=2[CH:31]=1.CC1C=CC(S(O[CH2:43][CH:44]2[CH2:49][CH2:48][N:47]([C:50]([O:52][C:53]([CH3:56])([CH3:55])[CH3:54])=[O:51])[CH2:46][CH2:45]2)(=O)=O)=CC=1.C(=O)([O-])[O-].[Cs+].[Cs+].O. The catalyst is CN(C)C=O.C(OCC)(=O)C. The product is [CH3:18][O:17][C:15]([C:13]1[S:14][C:10]([N:7]2[C:6]3[CH:31]=[C:2]([O:1][CH2:43][CH:44]4[CH2:49][CH2:48][N:47]([C:50]([O:52][C:53]([CH3:54])([CH3:56])[CH3:55])=[O:51])[CH2:46][CH2:45]4)[CH:3]=[CH:4][C:5]=3[N:9]=[CH:8]2)=[CH:11][C:12]=1[O:19][CH2:20][C:21]1[CH:26]=[CH:25][CH:24]=[CH:23][C:22]=1[C:27]([F:29])([F:28])[F:30])=[O:16]. The yield is 0.860.